This data is from Forward reaction prediction with 1.9M reactions from USPTO patents (1976-2016). The task is: Predict the product of the given reaction. (1) Given the reactants [C:1]([O:5][C:6]([CH2:8]P(=O)(OC)OC)=[O:7])([CH3:4])([CH3:3])[CH3:2].C([Li])CCC.[CH2:20]([N:22]1[C:27]2[CH:28]=[C:29]([C:33]3[CH:34]=[C:35]([CH:38]=[CH:39][C:40]=3[O:41][C:42]([F:45])([F:44])[F:43])[CH:36]=O)[C:30]([CH3:32])=[CH:31][C:26]=2[O:25][C:24]([CH3:47])([CH3:46])[C:23]1=[O:48])[CH3:21], predict the reaction product. The product is: [C:1]([O:5][C:6](=[O:7])[CH:8]=[CH:36][C:35]1[CH:38]=[CH:39][C:40]([O:41][C:42]([F:45])([F:43])[F:44])=[C:33]([C:29]2[C:30]([CH3:32])=[CH:31][C:26]3[O:25][C:24]([CH3:46])([CH3:47])[C:23](=[O:48])[N:22]([CH2:20][CH3:21])[C:27]=3[CH:28]=2)[CH:34]=1)([CH3:2])([CH3:3])[CH3:4]. (2) Given the reactants [C:1]1([N:7]2[CH2:12][CH2:11][NH:10][CH2:9][CH2:8]2)[CH:6]=[CH:5][CH:4]=[CH:3][CH:2]=1.C(N(C(C)C)CC)(C)C.[F:22][C:23]1[CH:24]=[C:25]([N+:30]([O-:32])=[O:31])[CH:26]=[CH:27][C:28]=1F, predict the reaction product. The product is: [F:22][C:23]1[CH:24]=[C:25]([N+:30]([O-:32])=[O:31])[CH:26]=[CH:27][C:28]=1[N:10]1[CH2:11][CH2:12][N:7]([C:1]2[CH:6]=[CH:5][CH:4]=[CH:3][CH:2]=2)[CH2:8][CH2:9]1. (3) Given the reactants Br[C:2]1[CH:3]=[C:4]([CH:9]=[C:10]([C:12]([N:14]([CH2:18][CH2:19][CH3:20])[CH2:15][CH2:16][CH3:17])=[O:13])[CH:11]=1)[C:5]([O:7][CH3:8])=[O:6].C1(P(C2C=CC=CC=2)CCCP(C2C=CC=CC=2)C2C=CC=CC=2)C=CC=CC=1.C[Si](C)(C)N[Si](C)(C)C.C(N(C(C)C)CC)(C)C.C[N:69]1[C:73](=[O:74])CCC1, predict the reaction product. The product is: [NH2:69][C:73]([C:2]1[CH:3]=[C:4]([CH:9]=[C:10]([C:12]([N:14]([CH2:18][CH2:19][CH3:20])[CH2:15][CH2:16][CH3:17])=[O:13])[CH:11]=1)[C:5]([O:7][CH3:8])=[O:6])=[O:74].